The task is: Regression. Given two drug SMILES strings and cell line genomic features, predict the synergy score measuring deviation from expected non-interaction effect.. This data is from NCI-60 drug combinations with 297,098 pairs across 59 cell lines. (1) Drug 1: CCCS(=O)(=O)NC1=C(C(=C(C=C1)F)C(=O)C2=CNC3=C2C=C(C=N3)C4=CC=C(C=C4)Cl)F. Drug 2: C1=CN(C(=O)N=C1N)C2C(C(C(O2)CO)O)O.Cl. Cell line: SW-620. Synergy scores: CSS=24.0, Synergy_ZIP=1.46, Synergy_Bliss=0.354, Synergy_Loewe=-57.4, Synergy_HSA=-13.9. (2) Drug 1: CNC(=O)C1=CC=CC=C1SC2=CC3=C(C=C2)C(=NN3)C=CC4=CC=CC=N4. Drug 2: C(CCl)NC(=O)N(CCCl)N=O. Cell line: NCI-H460. Synergy scores: CSS=12.0, Synergy_ZIP=1.02, Synergy_Bliss=6.06, Synergy_Loewe=5.36, Synergy_HSA=6.86.